The task is: Predict the reaction yield, written as a fraction of the theoretical maximum amount of product (1.0 means a 100% yield; for example, 0.34 means a 34% yield).. This data is from Reaction yield outcomes from USPTO patents with 853,638 reactions. (1) The reactants are [BH4-].[Na+].[Br:3][C:4]1[CH:17]=[C:16]2[C:7]([O:8][CH:9]3[CH:14]([C:15]42[C:21](=[O:22])[N:20]([CH3:23])[C:19](=[O:24])[NH:18]4)[CH2:13][CH2:12][C:11](=[O:25])[CH2:10]3)=[CH:6][CH:5]=1.O1CCCC1. No catalyst specified. The product is [Br:3][C:4]1[CH:17]=[C:16]2[C:7]([O:8][CH:9]3[CH:14]([C:15]42[C:21](=[O:22])[N:20]([CH3:23])[C:19](=[O:24])[NH:18]4)[CH2:13][CH2:12][CH:11]([OH:25])[CH2:10]3)=[CH:6][CH:5]=1. The yield is 0.960. (2) The reactants are [CH3:1][C:2]1[CH:7]=[CH:6][C:5]([S:8]([O:11][CH2:12][C@H:13]2[CH2:22][CH2:21][C:20]3[C:15](=[C:16](OS(C(F)(F)F)(=O)=O)[CH:17]=[CH:18][CH:19]=3)[O:14]2)(=[O:10])=[O:9])=[CH:4][CH:3]=1.[Cl:31][C:32]1[CH:37]=[CH:36][C:35]([Cl:38])=[CH:34][C:33]=1B(O)O.C(=O)([O-])[O-].[K+].[K+].[Cl-].[Li+]. The catalyst is O1CCOCC1.O.C1C=CC([P]([Pd]([P](C2C=CC=CC=2)(C2C=CC=CC=2)C2C=CC=CC=2)([P](C2C=CC=CC=2)(C2C=CC=CC=2)C2C=CC=CC=2)[P](C2C=CC=CC=2)(C2C=CC=CC=2)C2C=CC=CC=2)(C2C=CC=CC=2)C2C=CC=CC=2)=CC=1. The product is [CH3:1][C:2]1[CH:3]=[CH:4][C:5]([S:8]([O:11][CH2:12][C@H:13]2[CH2:22][CH2:21][C:20]3[C:15](=[C:16]([C:33]4[CH:34]=[C:35]([Cl:38])[CH:36]=[CH:37][C:32]=4[Cl:31])[CH:17]=[CH:18][CH:19]=3)[O:14]2)(=[O:10])=[O:9])=[CH:6][CH:7]=1. The yield is 0.900. (3) The reactants are F[C:2]1[CH:9]=[CH:8][C:7]([I:10])=[CH:6][C:3]=1[CH:4]=[O:5].[CH3:11][N:12]1[C:16]([CH3:17])=[C:15]([OH:18])[C:14]([CH3:19])=[N:13]1.C([O-])([O-])=O.[K+].[K+]. The catalyst is CN(C)C(=O)C. The product is [I:10][C:7]1[CH:8]=[CH:9][C:2]([O:18][C:15]2[C:14]([CH3:19])=[N:13][N:12]([CH3:11])[C:16]=2[CH3:17])=[C:3]([CH:6]=1)[CH:4]=[O:5]. The yield is 0.970. (4) The reactants are [Cl:1][C:2]1[CH:7]=[CH:6][C:5]([C:8]2[C:12]([CH2:13][O:14][C:15]3[CH:23]=[CH:22][C:18]([C:19]([OH:21])=O)=[CH:17][N:16]=3)=[CH:11][O:10][N:9]=2)=[CH:4][CH:3]=1.[NH2:24][CH2:25][CH:26]([OH:28])[CH3:27]. No catalyst specified. The product is [Cl:1][C:2]1[CH:3]=[CH:4][C:5]([C:8]2[C:12]([CH2:13][O:14][C:15]3[CH:23]=[CH:22][C:18]([C:19]([NH:24][CH2:25][CH:26]([OH:28])[CH3:27])=[O:21])=[CH:17][N:16]=3)=[CH:11][O:10][N:9]=2)=[CH:6][CH:7]=1. The yield is 0.430.